From a dataset of Forward reaction prediction with 1.9M reactions from USPTO patents (1976-2016). Predict the product of the given reaction. (1) Given the reactants [CH:1]([C:4]1[CH:9]=[C:8]([CH:10]([CH3:12])[CH3:11])[C:7]([S:13]([C:16]2[CH:21]=[CH:20][CH:19]=[CH:18][CH:17]=2)(=[O:15])=[O:14])=[CH:6][C:5]=1[S:22](Cl)(=[O:24])=[O:23])([CH3:3])[CH3:2].[CH2:26]1[C:34]2[C:29](=[CH:30][CH:31]=[CH:32][CH:33]=2)[CH2:28][CH:27]1[NH2:35], predict the reaction product. The product is: [CH2:26]1[C:34]2[C:29](=[CH:30][CH:31]=[CH:32][CH:33]=2)[CH2:28][CH:27]1[NH:35][S:22]([C:5]1[CH:6]=[C:7]([S:13]([C:16]2[CH:21]=[CH:20][CH:19]=[CH:18][CH:17]=2)(=[O:15])=[O:14])[C:8]([CH:10]([CH3:12])[CH3:11])=[CH:9][C:4]=1[CH:1]([CH3:3])[CH3:2])(=[O:24])=[O:23]. (2) Given the reactants Br[Zn][CH2:3][C:4]([O:6][CH2:7][CH3:8])=[O:5].[Cl:9][C:10]1[C:11](=[O:18])[C:12]([Cl:17])=[CH:13][C:14](=[O:16])[CH:15]=1.Cl.C(OCC)(=O)C, predict the reaction product. The product is: [Cl:9][C:10]1[C:11](=[O:18])[C:12]([Cl:17])=[CH:13][C:14]([CH2:3][C:4]([O:6][CH2:7][CH3:8])=[O:5])([OH:16])[CH:15]=1. (3) Given the reactants [CH3:1][O:2][CH2:3][CH2:4][N:5]1[C:10]([CH3:11])=[CH:9][C:8](=[O:12])[C:7]([C:13]([OH:15])=[O:14])=[CH:6]1.[I:16]N1C(=O)CCC1=O, predict the reaction product. The product is: [I:16][C:9]1[C:8](=[O:12])[C:7]([C:13]([OH:15])=[O:14])=[CH:6][N:5]([CH2:4][CH2:3][O:2][CH3:1])[C:10]=1[CH3:11]. (4) Given the reactants [CH3:1][C:2]1[CH:7]=[CH:6][CH:5]=[C:4]([CH3:8])[C:3]=1[C:9]1[C:17]2[O:16][CH:15]([CH2:18]OS(C3C=CC(C)=CC=3)(=O)=O)[CH2:14][C:13]=2[CH:12]=[C:11]([O:30][CH3:31])[CH:10]=1.[CH3:32][NH2:33], predict the reaction product. The product is: [CH3:1][C:2]1[CH:7]=[CH:6][CH:5]=[C:4]([CH3:8])[C:3]=1[C:9]1[C:17]2[O:16][CH:15]([CH2:18][NH:33][CH3:32])[CH2:14][C:13]=2[CH:12]=[C:11]([O:30][CH3:31])[CH:10]=1. (5) Given the reactants [NH2:1][C:2]1[CH:7]=[CH:6][C:5]([Cl:8])=[CH:4][N:3]=1.N1C=CC=CC=1.Cl[C:16]([O:18][C:19]1[CH:24]=[CH:23][C:22]([N+:25]([O-:27])=[O:26])=[CH:21][CH:20]=1)=[O:17], predict the reaction product. The product is: [N+:25]([C:22]1[CH:21]=[CH:20][C:19]([O:18][C:16](=[O:17])[NH:1][C:2]2[CH:7]=[CH:6][C:5]([Cl:8])=[CH:4][N:3]=2)=[CH:24][CH:23]=1)([O-:27])=[O:26]. (6) Given the reactants [C:1]([C:3]1[CH:4]=[C:5]([CH:9]([CH3:13])[C:10]([OH:12])=O)[CH:6]=[CH:7][CH:8]=1)#[N:2].CN(C)CCCN=C=NCC.ON1C2C=CC=CC=2N=N1.C(N(CC)CC)C.[CH3:42][CH:43]1[CH2:48][CH2:47][N:46]([C:49]2[C:54]([CH2:55][NH2:56])=[CH:53][CH:52]=[C:51]([C:57]([F:60])([F:59])[F:58])[N:50]=2)[CH2:45][CH2:44]1, predict the reaction product. The product is: [C:1]([C:3]1[CH:4]=[C:5]([CH:9]([CH3:13])[C:10]([NH:56][CH2:55][C:54]2[C:49]([N:46]3[CH2:47][CH2:48][CH:43]([CH3:42])[CH2:44][CH2:45]3)=[N:50][C:51]([C:57]([F:60])([F:58])[F:59])=[CH:52][CH:53]=2)=[O:12])[CH:6]=[CH:7][CH:8]=1)#[N:2]. (7) Given the reactants [CH3:1][NH:2][C:3](=[O:19])[C:4]1[CH:9]=[CH:8][C:7]([NH:10][C:11]2([C:16]#N)[CH2:15][CH2:14][CH2:13][CH2:12]2)=[CH:6][C:5]=1[F:18].[N:20]([C:23]1[CH:30]=[CH:29][C:26]([C:27]#[N:28])=[C:25]([C:31]([F:34])([F:33])[F:32])[CH:24]=1)=[C:21]=[S:22].C[OH:36].Cl, predict the reaction product. The product is: [C:27]([C:26]1[CH:29]=[CH:30][C:23]([N:20]2[C:16](=[O:36])[C:11]3([CH2:15][CH2:14][CH2:13][CH2:12]3)[N:10]([C:7]3[CH:8]=[CH:9][C:4]([C:3]([NH:2][CH3:1])=[O:19])=[C:5]([F:18])[CH:6]=3)[C:21]2=[S:22])=[CH:24][C:25]=1[C:31]([F:32])([F:34])[F:33])#[N:28].[CH3:1][NH:2][C:3]([C:4]1[CH:9]=[CH:8][C:7]([N:10]2[C:11]3([CH2:15][CH2:14][CH2:13]3)[C:16](=[O:36])[N:20]([C:23]3[CH:30]=[CH:29][C:26]([C:27]#[N:28])=[C:25]([C:31]([F:32])([F:34])[F:33])[CH:24]=3)[C:21]2=[S:22])=[CH:6][C:5]=1[F:18])=[O:19].